Predict the reactants needed to synthesize the given product. From a dataset of Full USPTO retrosynthesis dataset with 1.9M reactions from patents (1976-2016). (1) Given the product [N:18]1[CH:19]=[CH:20][CH:21]=[C:16]([NH:15][S:2]([C:5]2[CH:6]=[C:7]3[C:11](=[CH:12][CH:13]=2)[NH:10][C:9](=[O:14])[CH2:8]3)(=[O:4])=[O:3])[CH:17]=1, predict the reactants needed to synthesize it. The reactants are: Cl[S:2]([C:5]1[CH:6]=[C:7]2[C:11](=[CH:12][CH:13]=1)[NH:10][C:9](=[O:14])[CH2:8]2)(=[O:4])=[O:3].[NH2:15][C:16]1[CH:17]=[N:18][CH:19]=[CH:20][CH:21]=1. (2) The reactants are: [CH3:1][C:2]1[CH:7]=[C:6]([CH3:8])[CH:5]=[C:4]([CH3:9])[C:3]=1[N:10]=[C:11]=[O:12].[NH2:13][C:14]1[CH:19]=[C:18]([F:20])[CH:17]=[CH:16][C:15]=1[C:21]([NH:23][C@H:24]([C:32]([O:34][CH3:35])=[O:33])[C@@H:25]([CH3:31])[O:26][C:27]([CH3:30])([CH3:29])[CH3:28])=[O:22].CCCCCC.C(OCC)(=O)C. Given the product [CH3:30][C:27]([O:26][C@H:25]([CH3:31])[C@@H:24]([C:32]([O:34][CH3:35])=[O:33])[NH:23][C:21]([C:15]1[CH:16]=[CH:17][C:18]([F:20])=[CH:19][C:14]=1[NH:13][C:11]([NH:10][C:3]1[C:2]([CH3:1])=[CH:7][C:6]([CH3:8])=[CH:5][C:4]=1[CH3:9])=[O:12])=[O:22])([CH3:28])[CH3:29], predict the reactants needed to synthesize it. (3) The reactants are: C[N:2](C)[CH:3]=[C:4]([C:14]1[CH:19]=[CH:18][N:17]=[C:16]([S:20][CH3:21])[N:15]=1)[C:5]([C:7]1[CH:12]=[CH:11][C:10]([F:13])=[CH:9][CH:8]=1)=O.C(OC([NH:30]C1C=C(C(=CN(C)C)C(C2C=CC(F)=CC=2)=O)C=CN=1)=O)(C)(C)C. Given the product [F:13][C:10]1[CH:11]=[CH:12][C:7]([C:5]2[C:4]([C:14]3[CH:19]=[CH:18][N:17]=[C:16]([S:20][CH3:21])[N:15]=3)=[CH:3][NH:2][N:30]=2)=[CH:8][CH:9]=1, predict the reactants needed to synthesize it. (4) Given the product [CH:39]([O:43][C:44]([N:46]1[CH2:47][CH2:48][CH:49]([N:52]2[C:56]3=[N:57][CH:58]=[N:59][C:60]([O:61][C:62]4[CH:67]=[CH:66][CH:65]=[CH:64][C:63]=4[C:68]#[N:69])=[C:55]3[CH:54]=[N:53]2)[CH2:50][CH2:51]1)=[O:45])([CH3:41])[CH3:40], predict the reactants needed to synthesize it. The reactants are: ClC(OC(C)C)=O.FC(F)(F)C(O)=O.N1CCC(N2C3=NC=NC(OC4C=CC=CC=4C#N)=C3C=N2)CC1.[C:39]([O:43][C:44]([N:46]1[CH2:51][CH2:50][CH:49]([N:52]2[C:56]3=[N:57][CH:58]=[N:59][C:60]([O:61][C:62]4[CH:67]=[CH:66][CH:65]=[CH:64][C:63]=4[C:68]#[N:69])=[C:55]3[CH:54]=[N:53]2)[CH2:48][CH2:47]1)=[O:45])(C)([CH3:41])[CH3:40].FC(F)(F)C(O)=O.C(OC1C=CC(OC2N=CN=C3N(C4CCNCC4)N=CC=23)=C(F)C=1)C.C(N(C(C)C)CC)(C)C. (5) Given the product [ClH:1].[CH3:18][C@H:5]1[CH2:6][NH:7][CH2:8][C@@H:9]([CH3:10])[N:4]1[C:2]([O:25][CH2:24][C:23]1[CH:26]=[CH:27][C:20]([Br:19])=[CH:21][C:22]=1[F:28])=[O:3], predict the reactants needed to synthesize it. The reactants are: [Cl:1][C:2]([N:4]1[C@H:9]([CH3:10])[CH2:8][N:7](C(OC(C)(C)C)=O)[CH2:6][C@@H:5]1[CH3:18])=[O:3].[Br:19][C:20]1[CH:27]=[CH:26][C:23]([CH2:24][OH:25])=[C:22]([F:28])[CH:21]=1.